Dataset: Reaction yield outcomes from USPTO patents with 853,638 reactions. Task: Predict the reaction yield, written as a fraction of the theoretical maximum amount of product (1.0 means a 100% yield; for example, 0.34 means a 34% yield). (1) The reactants are [CH2:1]([O:3][CH:4]([O:13][CH2:14][CH3:15])[C:5]1[CH:12]=[CH:11][C:8]([CH:9]=[O:10])=[CH:7][CH:6]=1)[CH3:2].[BH4-].[Na+]. The catalyst is CO.C(OCC)(=O)C. The product is [CH2:14]([O:13][CH:4]([O:3][CH2:1][CH3:2])[C:5]1[CH:12]=[CH:11][C:8]([CH2:9][OH:10])=[CH:7][CH:6]=1)[CH3:15]. The yield is 1.00. (2) The reactants are [Cl:1][C:2]1[CH:3]=[C:4]([CH:9]2[C:18]3[C:13](=[CH:14][C:15]([OH:19])=[CH:16][CH:17]=3)[CH2:12][N:11]([S:20]([C:23]3[CH:28]=[CH:27][CH:26]=[CH:25][C:24]=3[N+:29]([O-:31])=[O:30])(=[O:22])=[O:21])[CH2:10]2)[CH:5]=[CH:6][C:7]=1[Cl:8].N1C=CC=CC=1.[F:38][C:39]([F:52])([F:51])[S:40](O[S:40]([C:39]([F:52])([F:51])[F:38])(=[O:42])=[O:41])(=[O:42])=[O:41]. The catalyst is ClCCl. The product is [F:38][C:39]([F:52])([F:51])[S:40]([O:19][C:15]1[CH:14]=[C:13]2[C:18]([CH:9]([C:4]3[CH:5]=[CH:6][C:7]([Cl:8])=[C:2]([Cl:1])[CH:3]=3)[CH2:10][N:11]([S:20]([C:23]3[CH:28]=[CH:27][CH:26]=[CH:25][C:24]=3[N+:29]([O-:31])=[O:30])(=[O:22])=[O:21])[CH2:12]2)=[CH:17][CH:16]=1)(=[O:42])=[O:41]. The yield is 0.800. (3) The reactants are FC(F)(F)S(O[C:7]1[CH2:11][C@@H:10]([CH2:12][O:13][Si:14]([C:17]([CH3:20])([CH3:19])[CH3:18])([CH3:16])[CH3:15])[N:9]([C:21](=[O:44])[C:22]2[CH:27]=[C:26]([O:28][CH3:29])[C:25]([O:30][Si:31]([CH:38]([CH3:40])[CH3:39])([CH:35]([CH3:37])[CH3:36])[CH:32]([CH3:34])[CH3:33])=[CH:24][C:23]=2[N+:41]([O-:43])=[O:42])[CH:8]=1)(=O)=O.[CH:47](/B(O)O)=[CH:48]\[CH3:49].P([O-])([O-])([O-])=O.[K+].[K+].[K+].C(OCC)(=O)C. The catalyst is O1CCOCC1.C1C=CC([P]([Pd]([P](C2C=CC=CC=2)(C2C=CC=CC=2)C2C=CC=CC=2)([P](C2C=CC=CC=2)(C2C=CC=CC=2)C2C=CC=CC=2)[P](C2C=CC=CC=2)(C2C=CC=CC=2)C2C=CC=CC=2)(C2C=CC=CC=2)C2C=CC=CC=2)=CC=1.O. The product is [Si:14]([O:13][CH2:12][C@@H:10]1[CH2:11][C:7](/[CH:47]=[CH:48]/[CH3:49])=[CH:8][N:9]1[C:21]([C:22]1[CH:27]=[C:26]([O:28][CH3:29])[C:25]([O:30][Si:31]([CH:32]([CH3:34])[CH3:33])([CH:38]([CH3:39])[CH3:40])[CH:35]([CH3:36])[CH3:37])=[CH:24][C:23]=1[N+:41]([O-:43])=[O:42])=[O:44])([C:17]([CH3:18])([CH3:19])[CH3:20])([CH3:16])[CH3:15]. The yield is 0.700. (4) The reactants are [CH2:1]([N:3]([C:12]1[CH:13]=[CH:14][CH:15]=[C:16]2[C:20]=1[NH:19][C:18]([C:21]1[S:22][C:23]([CH2:26]O)=[CH:24][N:25]=1)=[CH:17]2)[S:4]([C:7]1[S:8][CH:9]=[CH:10][CH:11]=1)(=[O:6])=[O:5])[CH3:2].CN(C)C=O.O1CCCC1.S(Cl)([Cl:40])=O. The catalyst is C(OCC)(=O)C.[Cl-].[Na+].O. The product is [Cl:40][CH2:26][C:23]1[S:22][C:21]([C:18]2[NH:19][C:20]3[C:16]([CH:17]=2)=[CH:15][CH:14]=[CH:13][C:12]=3[N:3]([CH2:1][CH3:2])[S:4]([C:7]2[S:8][CH:9]=[CH:10][CH:11]=2)(=[O:6])=[O:5])=[N:25][CH:24]=1. The yield is 0.910. (5) The reactants are F[C:2]1[C:7]([I:8])=[CH:6][CH:5]=[CH:4][N:3]=1.[NH:9]1[CH2:14][CH2:13][O:12][CH2:11][CH2:10]1. No catalyst specified. The product is [I:8][C:7]1[C:2]([N:9]2[CH2:14][CH2:13][O:12][CH2:11][CH2:10]2)=[N:3][CH:4]=[CH:5][CH:6]=1. The yield is 0.280. (6) The reactants are [Li]CCCC.I[C:7]1[C:8]([CH3:13])=[N:9][O:10][C:11]=1[CH3:12].[CH2:14]([O:21][CH2:22][CH:23]=[O:24])[C:15]1[CH:20]=[CH:19][CH:18]=[CH:17][CH:16]=1.[NH4+].[Cl-]. The catalyst is C1COCC1. The product is [CH2:14]([O:21][CH2:22][CH:23]([C:7]1[C:8]([CH3:13])=[N:9][O:10][C:11]=1[CH3:12])[OH:24])[C:15]1[CH:20]=[CH:19][CH:18]=[CH:17][CH:16]=1. The yield is 0.270. (7) The reactants are ClC1C=C(NN=C(Cl)S(C)(=O)=O)C=CC=1.IC1C=CC(N2CCC=C(N3CCOCC3)C2=O)=CC=1.C(N(CC)CC)C.[Cl:43][C:44]1[CH:45]=[C:46]([N:50]2[C:54]3(N4CCOCC4)[C:55](=[O:66])[N:56]([C:59]4[CH:64]=[CH:63][C:62]([I:65])=[CH:61][CH:60]=4)[CH2:57][CH2:58][CH:53]3[C:52]([S:73]([CH3:76])(=[O:75])=[O:74])=[N:51]2)[CH:47]=[CH:48][CH:49]=1. The catalyst is C1(C)C=CC=CC=1. The product is [Cl:43][C:44]1[CH:45]=[C:46]([N:50]2[C:54]3[C:55](=[O:66])[N:56]([C:59]4[CH:60]=[CH:61][C:62]([I:65])=[CH:63][CH:64]=4)[CH2:57][CH2:58][C:53]=3[C:52]([S:73]([CH3:76])(=[O:75])=[O:74])=[N:51]2)[CH:47]=[CH:48][CH:49]=1. The yield is 0.640. (8) The reactants are C([N:5]([CH2:34][CH2:35][C:36]([O:38]C(C)(C)C)=[O:37])[C:6](=[O:33])[C:7]1[CH:12]=[CH:11][C:10]([CH:13]([O:17][C:18]2[CH:23]=[CH:22][C:21]([N:24]3[CH:28]=[C:27]([C:29]([F:32])([F:31])[F:30])[CH:26]=[N:25]3)=[CH:20][CH:19]=2)[CH:14]([CH3:16])[CH3:15])=[CH:9][CH:8]=1)(C)(C)C.FC(F)(F)C(O)=O. The catalyst is ClCCl. The product is [CH3:15][CH:14]([CH3:16])[CH:13]([C:10]1[CH:11]=[CH:12][C:7]([C:6]([NH:5][CH2:34][CH2:35][C:36]([OH:38])=[O:37])=[O:33])=[CH:8][CH:9]=1)[O:17][C:18]1[CH:19]=[CH:20][C:21]([N:24]2[CH:28]=[C:27]([C:29]([F:30])([F:32])[F:31])[CH:26]=[N:25]2)=[CH:22][CH:23]=1. The yield is 0.240. (9) The reactants are [C:1]([O:5][C:6]([N:8]1[CH2:13][CH2:12][CH2:11][C@H:10]2[CH2:14][N:15]([C:17]3[C:26]([O:27][CH3:28])=[C:25]4[C:20]([C:21](=[O:35])[C:22]([C:32]([OH:34])=[O:33])=[CH:23][N:24]4[CH:29]4[CH2:31][CH2:30]4)=[CH:19][C:18]=3[F:36])[CH2:16][C@@H:9]12)=[O:7])([CH3:4])([CH3:3])[CH3:2].[CH3:37][CH2:38][O:39][P:40]([O:55][CH2:56][CH3:57])([CH:42]([P:47]([O:52][CH2:53][CH3:54])([O:49][CH2:50][CH3:51])=[O:48])[CH2:43][CH2:44][CH2:45]I)=[O:41].C(=O)([O-])[O-].[K+].[K+].C(OCC)(=O)C. The catalyst is CN(C=O)C. The product is [C:1]([O:5][C:6]([N:8]1[CH2:13][CH2:12][CH2:11][C@H:10]2[CH2:14][N:15]([C:17]3[C:26]([O:27][CH3:28])=[C:25]4[C:20]([C:21](=[O:35])[C:22]([C:32]([O:34][CH2:45][CH2:44][CH2:43][CH:42]([P:47]([O:49][CH2:50][CH3:51])([O:52][CH2:53][CH3:54])=[O:48])[P:40]([O:39][CH2:38][CH3:37])([O:55][CH2:56][CH3:57])=[O:41])=[O:33])=[CH:23][N:24]4[CH:29]4[CH2:31][CH2:30]4)=[CH:19][C:18]=3[F:36])[CH2:16][C@@H:9]12)=[O:7])([CH3:4])([CH3:2])[CH3:3]. The yield is 0.570. (10) The reactants are [CH2:1]([C:3]1[N:4]=[CH:5][S:6][C:7]=1[CH2:8][S:9][C:10]1[N:15]=[C:14]([OH:16])[CH:13]=[C:12]([C:17]([F:20])([F:19])[F:18])[N:11]=1)[CH3:2].[CH3:21][O-].[Na+].IC. The catalyst is CO.C(Cl)Cl. The product is [CH2:1]([C:3]1[N:4]=[CH:5][S:6][C:7]=1[CH2:8][S:9][C:10]1[N:15]=[C:14]([O:16][CH3:21])[CH:13]=[C:12]([C:17]([F:20])([F:19])[F:18])[N:11]=1)[CH3:2]. The yield is 0.600.